Dataset: Forward reaction prediction with 1.9M reactions from USPTO patents (1976-2016). Task: Predict the product of the given reaction. (1) Given the reactants [CH3:1][CH:2]([OH:4])[CH3:3].[CH3:5][C:6](C)=[O:7].C[CH2:10][O:11][Si](OCC)(OCC)OCC.[N+]([O-])(O)=O, predict the reaction product. The product is: [CH3:1][CH:2]([O:4][C:6]([CH3:5])=[O:7])[CH2:3][O:11][CH3:10]. (2) Given the reactants Cl.[NH2:2][CH2:3][CH2:4][C:5]1[CH:12]=[CH:11][C:9]([OH:10])=[C:7]([OH:8])[CH:6]=1.C[C:14](C)([O-:16])C.[Na+], predict the reaction product. The product is: [OH:8][C:7]1[CH:6]=[C:5]([CH2:4][CH2:3][NH:2][CH:14]=[O:16])[CH:12]=[CH:11][C:9]=1[OH:10]. (3) Given the reactants Cl.[O:2]=[C:3]1[N:7]2[C:8]([CH2:11][O:12][C:13](=[O:22])[CH2:14][CH2:15][N:16]3[CH2:20][CH2:19][CH2:18][C:17]3=[O:21])=[N:9][CH:10]=[C:6]2[CH2:5][N:4]1[CH:23]1[CH2:28][CH2:27][N:26](C(OC(C)(C)C)=O)[CH2:25][CH2:24]1, predict the reaction product. The product is: [O:21]=[C:17]1[CH2:18][CH2:19][CH2:20][N:16]1[CH2:15][CH2:14][C:13]([O:12][CH2:11][C:8]1[N:7]2[C:3](=[O:2])[N:4]([CH:23]3[CH2:24][CH2:25][NH:26][CH2:27][CH2:28]3)[CH2:5][C:6]2=[CH:10][N:9]=1)=[O:22]. (4) Given the reactants C([O:4][C@@H:5]1[CH2:9][C:8](=O)[N:7]([C@@H:11]2[CH2:16][CH2:15][CH2:14][CH2:13][C@H:12]2[O:17][CH2:18][CH2:19][C:20]2[CH:25]=[CH:24][C:23]([O:26][CH2:27][C:28]3[CH:33]=[CH:32][CH:31]=[CH:30][CH:29]=3)=[C:22]([O:34][CH3:35])[CH:21]=2)[C:6]1=O)(=O)C.B.C1COCC1.CO, predict the reaction product. The product is: [CH2:27]([O:26][C:23]1[CH:24]=[CH:25][C:20]([CH2:19][CH2:18][O:17][C@@H:12]2[CH2:13][CH2:14][CH2:15][CH2:16][C@H:11]2[N:7]2[CH2:8][CH2:9][C@@H:5]([OH:4])[CH2:6]2)=[CH:21][C:22]=1[O:34][CH3:35])[C:28]1[CH:29]=[CH:30][CH:31]=[CH:32][CH:33]=1. (5) Given the reactants Cl[C:2]1[N:7]=[C:6]([NH:8][CH2:9][C:10]2[CH:15]=[CH:14][C:13]([O:16][CH3:17])=[C:12]([Cl:18])[CH:11]=2)[C:5]([C:19]([O:21][CH2:22][CH3:23])=[O:20])=[CH:4][N:3]=1.[N:24]1[CH:25]=[CH:26][N:27]2[CH2:32][CH2:31][NH:30][CH2:29][C:28]=12.C(N(CC)CC)C.C(Cl)(Cl)Cl, predict the reaction product. The product is: [N:24]1[CH:25]=[CH:26][N:27]2[CH2:32][CH2:31][N:30]([C:2]3[N:7]=[C:6]([NH:8][CH2:9][C:10]4[CH:15]=[CH:14][C:13]([O:16][CH3:17])=[C:12]([Cl:18])[CH:11]=4)[C:5]([C:19]([O:21][CH2:22][CH3:23])=[O:20])=[CH:4][N:3]=3)[CH2:29][C:28]=12. (6) Given the reactants [C:1]([C:3]1[CH:8]=[CH:7][C:6]([OH:9])=[CH:5][CH:4]=1)#[N:2].C([O-])([O-])=O.[K+].[K+].[Br:16][CH2:17][CH2:18]Br, predict the reaction product. The product is: [Br:16][CH2:17][CH2:18][O:9][C:6]1[CH:7]=[CH:8][C:3]([C:1]#[N:2])=[CH:4][CH:5]=1. (7) Given the reactants [CH3:1][O:2][C:3]1[CH:4]=[C:5]([CH2:11][CH2:12][NH:13][C:14](=[O:28])[C:15]([C:18]2[CH:27]=[CH:26][C:25]3[CH2:24][CH2:23][CH2:22][CH2:21][C:20]=3[CH:19]=2)=[CH:16][OH:17])[CH:6]=[CH:7][C:8]=1[O:9][CH3:10].[OH-].[K+].Cl[CH:32]([F:34])[F:33], predict the reaction product. The product is: [F:33][CH:32]([F:34])[O:17][CH:16]=[C:15]([C:18]1[CH:27]=[CH:26][C:25]2[CH2:24][CH2:23][CH2:22][CH2:21][C:20]=2[CH:19]=1)[C:14]([NH:13][CH2:12][CH2:11][C:5]1[CH:6]=[CH:7][C:8]([O:9][CH3:10])=[C:3]([O:2][CH3:1])[CH:4]=1)=[O:28].